Dataset: Reaction yield outcomes from USPTO patents with 853,638 reactions. Task: Predict the reaction yield, written as a fraction of the theoretical maximum amount of product (1.0 means a 100% yield; for example, 0.34 means a 34% yield). (1) The reactants are C([SiH2][O:6][C:7](C)(C)[C:8]1[CH:9]=[C:10]([CH:13]=[CH:14][C:15]=1[Cl:16])C=O)(C)(C)C.CC1(C)[O:27][C:25](=[O:26])[CH2:24][C:22](=O)O1.C(N(CC)CC)C.C(O)=O. The catalyst is CN(C=O)C.O. The product is [Cl:16][C:15]1[CH:14]=[CH:13][C:10]([CH2:22][CH2:24][C:25]([OH:27])=[O:26])=[CH:9][C:8]=1[CH2:7][OH:6]. The yield is 0.870. (2) The reactants are C([O:3][C:4]([CH:6]1[CH:11]2[CH:7]1[CH2:8][N:9]([C:12]([O:14][C:15]([CH3:18])([CH3:17])[CH3:16])=[O:13])[CH2:10]2)=[O:5])C.[OH-].[Na+].CCCCCC.C(OCC)(=O)C. The catalyst is C(O)C. The product is [C:15]([O:14][C:12]([N:9]1[CH2:8][CH:7]2[CH:11]([CH:6]2[C:4]([OH:5])=[O:3])[CH2:10]1)=[O:13])([CH3:18])([CH3:16])[CH3:17]. The yield is 0.965. (3) The reactants are [C:1]([C:5]1[CH:6]=[C:7]([N+:14]([O-:16])=[O:15])[C:8]([OH:13])=[C:9]([CH:12]=1)[CH:10]=O)([CH3:4])([CH3:3])[CH3:2].Cl.[NH2:18]O.C([O-])=O.[Na+]. The catalyst is C(O)=O.O. The product is [C:1]([C:5]1[CH:6]=[C:7]([N+:14]([O-:16])=[O:15])[C:8]([OH:13])=[C:9]([CH:12]=1)[C:10]#[N:18])([CH3:4])([CH3:3])[CH3:2]. The yield is 0.870. (4) The reactants are [F:1][C:2]1[CH:3]=[N:4][C:5]([N:8]2[CH2:16][C@@H:15]3[C@@:10]([C:26]4[S:27][CH:28]=[CH:29][CH:30]=4)([N:11]=[C:12]([NH:17]C(=O)C4C=CC=CC=4)[S:13][CH2:14]3)[CH2:9]2)=[N:6][CH:7]=1.N1C=CC=CC=1.Cl.CON. The catalyst is C(O)C. The product is [F:1][C:2]1[CH:7]=[N:6][C:5]([N:8]2[CH2:16][C@@H:15]3[C@@:10]([C:26]4[S:27][CH:28]=[CH:29][CH:30]=4)([N:11]=[C:12]([NH2:17])[S:13][CH2:14]3)[CH2:9]2)=[N:4][CH:3]=1. The yield is 0.760. (5) The reactants are S(Cl)(Cl)=O.CC(CCCC)C(O)=O.CC(CCCC)C(Cl)=O.[CH3:23][CH:24]([CH2:30][CH2:31][CH2:32][CH3:33])[C:25]([N:27]=[C:28]=[S:29])=[O:26].[CH3:34][O:35][C:36]1[CH:37]=[C:38]2[C:43](=[CH:44][C:45]=1[O:46][CH3:47])[N:42]=[CH:41][CH:40]=[C:39]2[O:48][C:49]1[CH:55]=[CH:54][C:52]([NH2:53])=[CH:51][CH:50]=1. The catalyst is C(O)C.C1(C)C=CC=CC=1. The product is [CH3:34][O:35][C:36]1[CH:37]=[C:38]2[C:43](=[CH:44][C:45]=1[O:46][CH3:47])[N:42]=[CH:41][CH:40]=[C:39]2[O:48][C:49]1[CH:50]=[CH:51][C:52]([NH:53][C:28]([NH:27][C:25](=[O:26])[CH:24]([CH3:23])[CH2:30][CH2:31][CH2:32][CH3:33])=[S:29])=[CH:54][CH:55]=1. The yield is 0.680.